Predict the product of the given reaction. From a dataset of Forward reaction prediction with 1.9M reactions from USPTO patents (1976-2016). (1) Given the reactants [NH2:1][C:2]1[CH:3]=[C:4]2[C:9](=[C:10]([C:12]([F:15])([F:14])[F:13])[CH:11]=1)[N:8]=[CH:7][C:6]([C:16]#[N:17])=[C:5]2[NH:18][C:19]1[CH:24]=[CH:23][C:22]([F:25])=[C:21]([Cl:26])[CH:20]=1.[N:27]1[CH:32]=[C:31]([CH:33]=O)[CH:30]=[N:29][CH:28]=1.[BH3-]C#N.[Na+], predict the reaction product. The product is: [Cl:26][C:21]1[CH:20]=[C:19]([NH:18][C:5]2[C:4]3[C:9](=[C:10]([C:12]([F:13])([F:14])[F:15])[CH:11]=[C:2]([NH:1][CH2:33][C:31]4[CH:32]=[N:27][CH:28]=[N:29][CH:30]=4)[CH:3]=3)[N:8]=[CH:7][C:6]=2[C:16]#[N:17])[CH:24]=[CH:23][C:22]=1[F:25]. (2) Given the reactants [C:1]1([C:7]2[N:12]=[C:11]([C:13]([O:15]C)=[O:14])[CH:10]=[C:9]([C:17]3[CH:22]=[CH:21][CH:20]=[CH:19][CH:18]=3)[N:8]=2)[CH:6]=[CH:5][CH:4]=[CH:3][CH:2]=1, predict the reaction product. The product is: [C:1]1([C:7]2[N:12]=[C:11]([C:13]([OH:15])=[O:14])[CH:10]=[C:9]([C:17]3[CH:18]=[CH:19][CH:20]=[CH:21][CH:22]=3)[N:8]=2)[CH:2]=[CH:3][CH:4]=[CH:5][CH:6]=1. (3) The product is: [C:4]([O:3][C:1](=[O:2])[N:8]([CH:9]1[CH2:14][CH2:13][CH:12]([NH:15][CH2:16][C:17]2[CH:18]=[C:19]([C:29]3[CH:34]=[CH:33][C:32]([C:35](=[O:40])[C:36]([F:38])([F:39])[F:37])=[CH:31][CH:30]=3)[CH:20]=[CH:21][C:22]=2[F:23])[CH2:11][CH2:10]1)[CH3:27])([CH3:7])([CH3:6])[CH3:5]. Given the reactants [C:1]([N:8]([CH3:27])[CH:9]1[CH2:14][CH2:13][CH:12]([NH:15][CH2:16][C:17]2[CH:18]=[C:19](B(O)O)[CH:20]=[CH:21][C:22]=2[F:23])[CH2:11][CH2:10]1)([O:3][C:4]([CH3:7])([CH3:6])[CH3:5])=[O:2].Br[C:29]1[CH:34]=[CH:33][C:32]([C:35](=[O:40])[C:36]([F:39])([F:38])[F:37])=[CH:31][CH:30]=1, predict the reaction product. (4) Given the reactants [CH3:1][O:2][C:3](=[O:25])[CH2:4][CH:5]1[C:11]2[CH:12]=[CH:13][CH:14]=[CH:15][C:10]=2[C:9](=[O:16])[N:8]([CH3:17])[C:7]2[CH:18]=[C:19]([C:22]([OH:24])=O)[CH:20]=[CH:21][C:6]1=2.[Cl-].[N:27]1[C:36]2[NH:35][CH2:34][CH2:33][CH2:32][C:31]=2[CH:30]=[CH:29][C:28]=1[CH2:37][CH2:38][CH2:39][CH2:40][CH2:41][NH3+:42], predict the reaction product. The product is: [CH3:17][N:8]1[C:9](=[O:16])[C:10]2[CH:15]=[CH:14][CH:13]=[CH:12][C:11]=2[CH:5]([CH2:4][C:3]([O:2][CH3:1])=[O:25])[C:6]2[CH:21]=[CH:20][C:19]([C:22]([NH:42][CH2:41][CH2:40][CH2:39][CH2:38][CH2:37][C:28]3[CH:29]=[CH:30][C:31]4[CH2:32][CH2:33][CH2:34][NH:35][C:36]=4[N:27]=3)=[O:24])=[CH:18][C:7]1=2. (5) Given the reactants C([Si]([O:8][CH2:9][CH:10]1[O:14][C:13]2[C:15]3[CH2:16][CH2:17][CH2:18][CH2:19][C:20]=3[CH:21]=[CH:22][C:12]=2[CH2:11]1)(C)C)(C)(C)C.[F-].C([N+](CCCC)(CCCC)CCCC)CCC.O1C(CO)CC2C=CC3CCCC=3C1=2, predict the reaction product. The product is: [O:14]1[CH:10]([CH2:9][OH:8])[CH2:11][C:12]2[CH:22]=[CH:21][C:20]3[CH2:19][CH2:18][CH2:17][CH2:16][C:15]=3[C:13]1=2. (6) Given the reactants C(OC([N:8]1[CH2:13][CH2:12][CH:11]([O:14][C:15]2[CH:24]=[C:23]3[C:18]([C:19]([O:25][C:26]4[CH:34]=[C:33]5[C:29]([CH:30]=[C:31]([CH3:35])[NH:32]5)=[CH:28][CH:27]=4)=[N:20][CH:21]=[N:22]3)=[CH:17][C:16]=2[O:36][CH3:37])[CH2:10][CH2:9]1)=O)(C)(C)C.C(O)(C(F)(F)F)=O, predict the reaction product. The product is: [CH3:37][O:36][C:16]1[CH:17]=[C:18]2[C:23](=[CH:24][C:15]=1[O:14][CH:11]1[CH2:12][CH2:13][NH:8][CH2:9][CH2:10]1)[N:22]=[CH:21][N:20]=[C:19]2[O:25][C:26]1[CH:34]=[C:33]2[C:29]([CH:30]=[C:31]([CH3:35])[NH:32]2)=[CH:28][CH:27]=1. (7) Given the reactants [C:1]([C:3](=[N:9][O:10][CH:11]([CH3:13])[CH3:12])[C:4]([O:6]CC)=O)#[N:2].Cl.[CH:15]([O:18][NH2:19])([CH3:17])[CH3:16].C[Al](C)C.CCCCCC.C([Al](CC)CC)C, predict the reaction product. The product is: [C:1]([C:3](=[N:9][O:10][CH:11]([CH3:12])[CH3:13])[C:4]([NH:19][O:18][CH:15]([CH3:17])[CH3:16])=[O:6])#[N:2].